From a dataset of Forward reaction prediction with 1.9M reactions from USPTO patents (1976-2016). Predict the product of the given reaction. (1) Given the reactants [Cl:1][C:2]1[CH:3]=[CH:4][C:5]([C:27]#[N:28])=[C:6]([C:8]2[C:13]([O:14][CH3:15])=[CH:12][N:11]([CH:16]([CH2:20][CH:21]3[CH2:25][CH2:24][O:23][CH2:22]3)[C:17](O)=[O:18])[C:10](=[O:26])[CH:9]=2)[CH:7]=1.[NH2:29][C:30]1[CH:42]=[CH:41][C:33]([C:34]([O:36][C:37]([CH3:40])([CH3:39])[CH3:38])=[O:35])=[CH:32][CH:31]=1, predict the reaction product. The product is: [Cl:1][C:2]1[CH:3]=[CH:4][C:5]([C:27]#[N:28])=[C:6]([C:8]2[C:13]([O:14][CH3:15])=[CH:12][N:11]([CH:16]([CH2:20][CH:21]3[CH2:25][CH2:24][O:23][CH2:22]3)[C:17]([NH:29][C:30]3[CH:42]=[CH:41][C:33]([C:34]([O:36][C:37]([CH3:38])([CH3:39])[CH3:40])=[O:35])=[CH:32][CH:31]=3)=[O:18])[C:10](=[O:26])[CH:9]=2)[CH:7]=1. (2) Given the reactants Cl.[NH:2]1[CH2:5][CH:4]([C:6](=[O:8])[CH3:7])[CH2:3]1.CCN=C=NCCCN(C)C.C1C=CC2N(O)N=NC=2C=1.C(N(C(C)C)CC)(C)C.Cl.[CH3:40][N:41]1[CH2:46][CH2:45][C:44]2([CH2:55][C:54]3[C:49](=[N:50][CH:51]=[C:52](/[CH:56]=[CH:57]/[C:58](O)=[O:59])[CH:53]=3)[NH:48][C:47]2=[O:61])[CH2:43][CH2:42]1, predict the reaction product. The product is: [C:6]([CH:4]1[CH2:5][N:2]([C:58](=[O:59])/[CH:57]=[CH:56]/[C:52]2[CH:53]=[C:54]3[C:49](=[N:50][CH:51]=2)[NH:48][C:47](=[O:61])[C:44]2([CH2:45][CH2:46][N:41]([CH3:40])[CH2:42][CH2:43]2)[CH2:55]3)[CH2:3]1)(=[O:8])[CH3:7]. (3) Given the reactants Br[C:2]1[C:3]([N:19]2[CH2:24][CH2:23][C@@H:22]([C:25]#[N:26])[C@H:21]([OH:27])[CH2:20]2)=[C:4]([Cl:18])[C:5]([NH:8][CH2:9][C:10]2[CH:15]=[CH:14][C:13]([O:16][CH3:17])=[CH:12][CH:11]=2)=[N:6][CH:7]=1.[CH3:28][N:29]1[C:33]2[CH:34]=[CH:35][C:36](B3OC(C)(C)C(C)(C)O3)=[CH:37][C:32]=2[CH2:31][S:30]1(=[O:48])=[O:47].C(=O)([O-])[O-].[K+].[K+].C(Cl)Cl, predict the reaction product. The product is: [Cl:18][C:4]1[C:5]([NH:8][CH2:9][C:10]2[CH:15]=[CH:14][C:13]([O:16][CH3:17])=[CH:12][CH:11]=2)=[N:6][CH:7]=[C:2]([C:36]2[CH:35]=[CH:34][C:33]3[N:29]([CH3:28])[S:30](=[O:47])(=[O:48])[CH2:31][C:32]=3[CH:37]=2)[C:3]=1[N:19]1[CH2:24][CH2:23][C@@H:22]([C:25]#[N:26])[C@H:21]([OH:27])[CH2:20]1. (4) Given the reactants [N:1]1([C:17](OC(C)(C)C)=O)[CH2:6][CH2:5][CH:4]([C:7]([O:9][CH2:10][C:11]2[CH:16]=[CH:15][CH:14]=[CH:13][CH:12]=2)=[O:8])[CH2:3][CH2:2]1.BrC[CH2:26][C:27]([O:29][CH2:30][CH3:31])=[O:28].CCN(C(C)C)C(C)C, predict the reaction product. The product is: [CH2:30]([O:29][C:27](=[O:28])[CH2:26][CH2:17][N:1]1[CH2:2][CH2:3][CH:4]([C:7]([O:9][CH2:10][C:11]2[CH:12]=[CH:13][CH:14]=[CH:15][CH:16]=2)=[O:8])[CH2:5][CH2:6]1)[CH3:31]. (5) The product is: [CH2:1]([O:8][CH2:9][C:10]1([CH2:12][O:13][CH2:14][C:15]2[CH:16]=[CH:17][CH:18]=[CH:19][CH:20]=2)[O:23][CH2:22][CH2:21][O:11]1)[C:2]1[CH:3]=[CH:4][CH:5]=[CH:6][CH:7]=1. Given the reactants [CH2:1]([O:8][CH2:9][C:10]([CH2:12][O:13][CH2:14][C:15]1[CH:20]=[CH:19][CH:18]=[CH:17][CH:16]=1)=[O:11])[C:2]1[CH:7]=[CH:6][CH:5]=[CH:4][CH:3]=1.[CH2:21](O)[CH2:22][OH:23].C(OCC)(OCC)OCC.C(=O)([O-])O.[Na+], predict the reaction product.